Dataset: Forward reaction prediction with 1.9M reactions from USPTO patents (1976-2016). Task: Predict the product of the given reaction. (1) The product is: [CH2:1]([N:4]1[CH:8]=[CH:7][N:6]=[C:5]1[C:9]1[S:10][C:11]([I:33])=[CH:12][C:13]=1[C:14]1[CH:19]=[CH:18][C:17]([Cl:20])=[CH:16][C:15]=1[Cl:21])[CH:2]=[CH2:3]. Given the reactants [CH2:1]([N:4]1[CH:8]=[CH:7][N:6]=[C:5]1[C:9]1[S:10][CH:11]=[CH:12][C:13]=1[C:14]1[CH:19]=[CH:18][C:17]([Cl:20])=[CH:16][C:15]=1[Cl:21])[CH:2]=[CH2:3].C([Li])CCC.CCCCCC.[I:33]I, predict the reaction product. (2) Given the reactants [F:1][C:2]1[CH:7]=[C:6]([F:8])[C:5]([C:9]([NH:11][O:12][CH3:13])=[O:10])=[CH:4][C:3]=1[NH:14][C:15]1[C:20]2=[C:21]([CH:27]([CH3:29])[CH3:28])[C:22]([C:24]([OH:26])=O)=[CH:23][N:19]2[N:18]=[CH:17][N:16]=1.C(N(CC)CC)C.C1(P([N:51]=[N+:52]=[N-:53])(C2C=CC=CC=2)=O)C=CC=CC=1, predict the reaction product. The product is: [F:1][C:2]1[CH:7]=[C:6]([F:8])[C:5]([C:9](=[O:10])[NH:11][O:12][CH3:13])=[CH:4][C:3]=1[NH:14][C:15]1[C:20]2=[C:21]([CH:27]([CH3:28])[CH3:29])[C:22]([C:24]([N:51]=[N+:52]=[N-:53])=[O:26])=[CH:23][N:19]2[N:18]=[CH:17][N:16]=1. (3) Given the reactants [C:1]([O:5][C:6]([N:8]1[CH2:12][CH2:11][CH2:10][CH:9]1[C:13]1[NH:14][C:15]([C:18]2[CH:23]=[CH:22][C:21](Br)=[C:20]([C:25]([O:27][CH3:28])=[O:26])[CH:19]=2)=[CH:16][N:17]=1)=[O:7])([CH3:4])([CH3:3])[CH3:2].[B:29]1([B:29]2[O:33][C:32]([CH3:35])([CH3:34])[C:31]([CH3:37])([CH3:36])[O:30]2)[O:33][C:32]([CH3:35])([CH3:34])[C:31]([CH3:37])([CH3:36])[O:30]1.C([O-])(=O)C.[K+], predict the reaction product. The product is: [C:1]([O:5][C:6]([N:8]1[CH2:12][CH2:11][CH2:10][CH:9]1[C:13]1[NH:14][C:15]([C:18]2[CH:23]=[CH:22][C:21]([B:29]3[O:33][C:32]([CH3:35])([CH3:34])[C:31]([CH3:37])([CH3:36])[O:30]3)=[C:20]([C:25]([O:27][CH3:28])=[O:26])[CH:19]=2)=[CH:16][N:17]=1)=[O:7])([CH3:4])([CH3:3])[CH3:2].